Dataset: Peptide-MHC class II binding affinity with 134,281 pairs from IEDB. Task: Regression. Given a peptide amino acid sequence and an MHC pseudo amino acid sequence, predict their binding affinity value. This is MHC class II binding data. (1) The peptide sequence is LLSYVIGLLPQGSVI. The MHC is H-2-IAb with pseudo-sequence H-2-IAb. The binding affinity (normalized) is 0.444. (2) The peptide sequence is SIVACAKFTCAKSMS. The MHC is DRB1_0901 with pseudo-sequence DRB1_0901. The binding affinity (normalized) is 0.680. (3) The MHC is HLA-DQA10501-DQB10301 with pseudo-sequence HLA-DQA10501-DQB10301. The binding affinity (normalized) is 0.627. The peptide sequence is AAATAGTTVYGAFCA.